Task: Binary Classification. Given a drug SMILES string, predict its activity (active/inactive) in a high-throughput screening assay against a specified biological target.. Dataset: HIV replication inhibition screening data with 41,000+ compounds from the AIDS Antiviral Screen (1) The molecule is COc1ccc(C=NNC(=O)c2ccc(OCc3nc4ccccc4[nH]3)cc2)cc1. The result is 0 (inactive). (2) The drug is CC(C)(C)c1n[nH]cc1CCC(=O)Nc1ccc(Cl)cc1Cl. The result is 0 (inactive). (3) The drug is c1ccc(CN2COc3c(ccc4c5c(ccc34)CN(Cc3ccccc3)CO5)C2)cc1. The result is 0 (inactive).